From a dataset of Forward reaction prediction with 1.9M reactions from USPTO patents (1976-2016). Predict the product of the given reaction. (1) Given the reactants [N+:1]([C:4]1[CH:29]=[CH:28][C:7]([C:8]([NH:10][C:11]2[CH:12]=[CH:13][C:14]([O:17][C:18](=[O:27])[N:19]([CH3:26])[C:20]3[CH:25]=[CH:24][CH:23]=[CH:22][CH:21]=3)=[N:15][CH:16]=2)=[O:9])=[CH:6][CH:5]=1)([O-])=O.[H][H], predict the reaction product. The product is: [NH2:1][C:4]1[CH:29]=[CH:28][C:7]([C:8]([NH:10][C:11]2[CH:12]=[CH:13][C:14]([O:17][C:18](=[O:27])[N:19]([CH3:26])[C:20]3[CH:25]=[CH:24][CH:23]=[CH:22][CH:21]=3)=[N:15][CH:16]=2)=[O:9])=[CH:6][CH:5]=1. (2) Given the reactants [F:1][C:2]([F:18])([F:17])[C:3]1[CH:8]=[CH:7][CH:6]=[CH:5][C:4]=1[C:9]1[CH:14]=[CH:13][CH:12]=[C:11]([CH:15]=O)[CH:10]=1.[C:19]([NH:22][NH2:23])([NH2:21])=[NH:20].[ClH:24].O.[OH-].[Na+], predict the reaction product. The product is: [ClH:24].[F:1][C:2]([F:18])([F:17])[C:3]1[CH:8]=[CH:7][CH:6]=[CH:5][C:4]=1[C:9]1[CH:10]=[C:11]([CH:12]=[CH:13][CH:14]=1)[CH:15]=[N:23][NH:22][C:19]([NH2:21])=[NH:20]. (3) Given the reactants [F:1][C:2]1[CH:3]=[C:4]([CH:26]=[CH:27][C:28]=1[O:29][CH3:30])[CH2:5][C:6]1[C:15]2[NH:16][C:17]3[CH:18]=[CH:19][CH:20]=[CH:21][C:22]=3[C:14]=2[C:13]2[C@@H:12]([OH:23])[CH2:11][C:10]([CH3:25])([CH3:24])[CH2:9][C:8]=2[N:7]=1.[C:31]([OH:38])(=[O:37])[CH2:32][CH2:33][C:34]([OH:36])=[O:35], predict the reaction product. The product is: [C:31]([OH:38])(=[O:37])[CH2:32][CH2:33][C:34]([OH:36])=[O:35].[F:1][C:2]1[CH:3]=[C:4]([CH:26]=[CH:27][C:28]=1[O:29][CH3:30])[CH2:5][C:6]1[C:15]2[NH:16][C:17]3[CH:18]=[CH:19][CH:20]=[CH:21][C:22]=3[C:14]=2[C:13]2[C@@H:12]([OH:23])[CH2:11][C:10]([CH3:25])([CH3:24])[CH2:9][C:8]=2[N:7]=1. (4) Given the reactants Br[CH2:2][CH2:3][CH:4]1[CH2:9][CH2:8][C:7]2[C:10]3[C:15]([NH:16][C:17]4[CH:22]=[CH:21][CH:20]=[C:19]([Br:23])[CH:18]=4)=[N:14][CH:13]=[N:12][C:11]=3[S:24][C:6]=2[CH2:5]1.[I-].[Na+].[CH3:27][O-:28].[Na+], predict the reaction product. The product is: [Br:23][C:19]1[CH:18]=[C:17]([NH:16][C:15]2[C:10]3[C:7]4[CH2:8][CH2:9][CH:4]([CH2:3][CH2:2][O:28][CH3:27])[CH2:5][C:6]=4[S:24][C:11]=3[N:12]=[CH:13][N:14]=2)[CH:22]=[CH:21][CH:20]=1. (5) Given the reactants [N+:1]([C:4]1[C:13]2[N:12]=[CH:11][CH:10]=[N:9][C:8]=2[C:7]([C:14]#[N:15])=[CH:6][CH:5]=1)([O-])=O.[H][H], predict the reaction product. The product is: [NH2:1][C:4]1[C:13]2[NH:12][CH2:11][CH2:10][NH:9][C:8]=2[C:7]([C:14]#[N:15])=[CH:6][CH:5]=1.